Dataset: Forward reaction prediction with 1.9M reactions from USPTO patents (1976-2016). Task: Predict the product of the given reaction. (1) Given the reactants [N+:1]([C:4]1[CH:9]=[CH:8][C:7]([N:10]2[CH2:14][CH2:13][C@H:12]([NH:15][C:16](=[O:18])[CH3:17])[CH2:11]2)=[CH:6][CH:5]=1)([O-])=O, predict the reaction product. The product is: [NH2:1][C:4]1[CH:5]=[CH:6][C:7]([N:10]2[CH2:14][CH2:13][C@H:12]([NH:15][C:16](=[O:18])[CH3:17])[CH2:11]2)=[CH:8][CH:9]=1. (2) Given the reactants [O:1]1[CH2:5][CH2:4][NH:3][C:2]1=[O:6].[H-].[Na+].Br[CH2:10][C:11]1[CH:16]=[CH:15][C:14]([B:17]([OH:19])[OH:18])=[CH:13][CH:12]=1.Cl, predict the reaction product. The product is: [O:6]=[C:2]1[N:3]([CH2:10][C:11]2[CH:16]=[CH:15][C:14]([B:17]([OH:19])[OH:18])=[CH:13][CH:12]=2)[CH2:4][CH2:5][O:1]1. (3) Given the reactants [C:1]([Cl:4])(Cl)=[O:2].C1(C)C=CC=CC=1.[N+:12]([C:15]1[CH:22]=[CH:21][CH:20]=[CH:19][C:16]=1[CH2:17][OH:18])([O-:14])=[O:13], predict the reaction product. The product is: [C:1]([Cl:4])(=[O:2])[O:18][CH2:17][C:16]1[CH:19]=[CH:20][CH:21]=[CH:22][C:15]=1[N+:12]([O-:14])=[O:13].